The task is: Predict the reactants needed to synthesize the given product.. This data is from Full USPTO retrosynthesis dataset with 1.9M reactions from patents (1976-2016). Given the product [OH:25][CH2:26][CH2:27][CH2:28][NH:29][C:21]([C:18]1[CH:17]=[CH:16][C:15]([C:13]2[C:12]([CH3:24])=[CH:11][CH:10]=[C:9]([NH:8][C:6]([C:3]3[CH:4]=[CH:5][O:1][CH:2]=3)=[O:7])[CH:14]=2)=[CH:20][CH:19]=1)=[O:23], predict the reactants needed to synthesize it. The reactants are: [O:1]1[CH:5]=[CH:4][C:3]([C:6]([NH:8][C:9]2[CH:10]=[CH:11][C:12]([CH3:24])=[C:13]([C:15]3[CH:20]=[CH:19][C:18]([C:21]([OH:23])=O)=[CH:17][CH:16]=3)[CH:14]=2)=[O:7])=[CH:2]1.[OH:25][CH2:26][CH2:27][CH2:28][NH2:29].CN(C(ON1N=NC2C=CC=NC1=2)=[N+](C)C)C.F[P-](F)(F)(F)(F)F.C1C=CC2N(O)N=NC=2C=1.CCN(C(C)C)C(C)C.